This data is from Full USPTO retrosynthesis dataset with 1.9M reactions from patents (1976-2016). The task is: Predict the reactants needed to synthesize the given product. (1) Given the product [CH3:30][O:29][C:25](=[O:28])[CH:26]=[CH:27][C:5]1[CH:6]=[CH:7][C:2]([F:1])=[CH:3][C:4]=1[S:16]([N:19]1[CH2:24][CH2:23][O:22][CH2:21][CH2:20]1)(=[O:18])=[O:17], predict the reactants needed to synthesize it. The reactants are: [F:1][C:2]1[CH:7]=[CH:6][C:5](OS(C(F)(F)F)(=O)=O)=[C:4]([S:16]([N:19]2[CH2:24][CH2:23][O:22][CH2:21][CH2:20]2)(=[O:18])=[O:17])[CH:3]=1.[C:25]([O:29][CH3:30])(=[O:28])[CH:26]=[CH2:27].C1C=CC(P(C2C=CC=CC=2)CCCP(C2C=CC=CC=2)C2C=CC=CC=2)=CC=1.CCN(C(C)C)C(C)C. (2) Given the product [CH3:6][CH:4]([CH2:3][C@H:2]([NH:1][C:10]([O:12][CH2:13][CH:14]1[C:15]2[C:20](=[CH:19][CH:18]=[CH:17][CH:16]=2)[C:21]2[C:26]1=[CH:25][CH:24]=[CH:23][CH:22]=2)=[O:11])[CH:7]=[O:8])[CH3:5], predict the reactants needed to synthesize it. The reactants are: [NH:1]([C:10]([O:12][CH2:13][CH:14]1[C:26]2[C:21](=[CH:22][CH:23]=[CH:24][CH:25]=2)[C:20]2[C:15]1=[CH:16][CH:17]=[CH:18][CH:19]=2)=[O:11])[C@H:2]([C:7](O)=[O:8])[CH2:3][CH:4]([CH3:6])[CH3:5].CC(C)N=C=NC(C)C.C1C=CC2N(O)N=NC=2C=1. (3) Given the product [CH2:1]([O:4][CH2:5][C:6]1[CH:11]=[C:10]([Cl:12])[C:9]([CH2:13][C:14]2[CH:19]=[CH:18][C:17]([CH2:20][CH3:21])=[CH:16][CH:15]=2)=[CH:8][C:7]=1[C@H:22]1[C@H:27]([OH:28])[C@@H:26]([OH:29])[C@H:25]([OH:30])[C@@H:24]([CH2:31][OH:32])[O:23]1)[CH:2]=[CH2:3], predict the reactants needed to synthesize it. The reactants are: [CH2:1]([O:4][CH2:5][C:6]1[CH:11]=[C:10]([Cl:12])[C:9]([CH2:13][C:14]2[CH:19]=[CH:18][C:17]([CH2:20][CH3:21])=[CH:16][CH:15]=2)=[CH:8][C:7]=1[C:22]1(OC)[C@H:27]([OH:28])[C@@H:26]([OH:29])[C@H:25]([OH:30])[C@@H:24]([CH2:31][OH:32])[O:23]1)[CH:2]=[CH2:3].C(Cl)Cl.C([SiH](CC)CC)C.B(F)(F)F.CCOCC. (4) Given the product [C:1]([NH:8][C:7]1[CH:9]=[CH:10][CH:11]=[C:12]([F:13])[C:6]=1[CH3:5])(=[O:3])[CH3:2], predict the reactants needed to synthesize it. The reactants are: [C:1](Cl)(=[O:3])[CH3:2].[CH3:5][C:6]1[C:12]([F:13])=[CH:11][CH:10]=[CH:9][C:7]=1[NH2:8].C(N(CC)CC)C. (5) Given the product [Cl:1][CH2:2][C:3]([C:4]1[CH2:10][CH:9]([C:11]2[C:16]([F:17])=[CH:15][CH:14]=[CH:13][C:12]=2[F:18])[O:6][N:5]=1)=[O:8], predict the reactants needed to synthesize it. The reactants are: [Cl:1][CH2:2][C:3](=[O:8])[C:4](Cl)=[N:5][OH:6].[CH:9]([C:11]1[C:16]([F:17])=[CH:15][CH:14]=[CH:13][C:12]=1[F:18])=[CH2:10].C(=O)(O)[O-].[Na+].